Dataset: Catalyst prediction with 721,799 reactions and 888 catalyst types from USPTO. Task: Predict which catalyst facilitates the given reaction. (1) Reactant: [Br:1][C:2]1[CH:18]=[CH:17][C:16]([F:19])=[CH:15][C:3]=1[CH2:4][NH:5][C:6](=[NH:14])[CH:7](OCC)OCC.ClCCl.OS(O)(=O)=O. Product: [Br:1][C:2]1[CH:18]=[CH:17][C:16]([F:19])=[C:15]2[C:3]=1[CH:4]=[N:5][C:6]([NH2:14])=[CH:7]2. The catalyst class is: 25. (2) Reactant: [Cl:1][C:2]1[CH:7]=[C:6]([C:8](=[O:11])[NH:9][CH3:10])[CH:5]=[CH:4][C:3]=1[N:12]([CH3:31])[C:13]([C:15]1[S:30][C:18]2[C:19]3[CH:27]=[C:26]([C:28]#[N:29])[CH:25]=[CH:24][C:20]=3[O:21][CH2:22][CH2:23][C:17]=2[CH:16]=1)=[O:14].C(=O)([O-])[O-:33].[K+].[K+].OO. Product: [Cl:1][C:2]1[CH:7]=[C:6]([C:8](=[O:11])[NH:9][CH3:10])[CH:5]=[CH:4][C:3]=1[N:12]([CH3:31])[C:13]([C:15]1[S:30][C:18]2[C:19]3[CH:27]=[C:26]([C:28]([NH2:29])=[O:33])[CH:25]=[CH:24][C:20]=3[O:21][CH2:22][CH2:23][C:17]=2[CH:16]=1)=[O:14]. The catalyst class is: 58.